Dataset: Full USPTO retrosynthesis dataset with 1.9M reactions from patents (1976-2016). Task: Predict the reactants needed to synthesize the given product. (1) Given the product [I:25][C:24]1[C:3]2[C:7](=[CH:8][CH:9]=[C:10]([N+:11]([O-:13])=[O:14])[C:2]=2[CH3:1])[N:6]([CH3:5])[CH:18]=1, predict the reactants needed to synthesize it. The reactants are: [CH3:1][C:2]1[C:10]([N+:11]([O-:13])=O)=[CH:9][CH:8]=[C:7]2[C:3]=1C=[CH:5][NH:6]2.[OH-:14].[K+].II.[C:18](=O)([O-])[O-].[K+].[K+].[CH3:24][I:25].OS([O-])=O.[Na+]. (2) Given the product [CH3:3][N:2]([C:4]([NH:6][C:7]1[CH:8]=[CH:9][C:10]([Cl:14])=[C:11]([Cl:13])[CH:12]=1)=[O:5])[CH3:1].[CH3:15][CH2:16][CH2:17][CH2:18][NH:19][C:20]([O:22][CH2:23][C:24]#[C:25][I:26])=[O:21], predict the reactants needed to synthesize it. The reactants are: [CH3:1][N:2]([C:4]([NH:6][C:7]1[CH:8]=[CH:9][C:10]([Cl:14])=[C:11]([Cl:13])[CH:12]=1)=[O:5])[CH3:3].[CH3:15][CH2:16][CH2:17][CH2:18][NH:19][C:20]([O:22][CH2:23][C:24]#[C:25][I:26])=[O:21]. (3) The reactants are: Cl[C:2]1[C:11]2[C:6](=[CH:7][CH:8]=[C:9]([CH3:12])[CH:10]=2)[N:5]=[C:4]([N:13]2[CH2:19][C:18]3[CH:20]=[CH:21][CH:22]=[CH:23][C:17]=3[S:16](=[O:25])(=[O:24])[CH2:15][CH2:14]2)[CH:3]=1.Cl.[NH:27]1[CH2:32][CH2:31][CH2:30][CH:29]([NH2:33])[CH2:28]1.C(N(CC)C(C)C)(C)C. Given the product [O:24]=[S:16]1(=[O:25])[C:17]2[CH:23]=[CH:22][CH:21]=[CH:20][C:18]=2[CH2:19][N:13]([C:4]2[CH:3]=[C:2]([N:27]3[CH2:32][CH2:31][CH2:30][CH:29]([NH2:33])[CH2:28]3)[C:11]3[C:6](=[CH:7][CH:8]=[C:9]([CH3:12])[CH:10]=3)[N:5]=2)[CH2:14][CH2:15]1, predict the reactants needed to synthesize it. (4) Given the product [CH3:18][C:12]([O:10][C:6]1[CH:7]=[CH:8][CH:9]=[C:4]([N+:1]([O-:3])=[O:2])[CH:5]=1)([CH3:19])[C:13]([O:15][CH2:16][CH3:17])=[O:14], predict the reactants needed to synthesize it. The reactants are: [N+:1]([C:4]1[CH:5]=[C:6]([OH:10])[CH:7]=[CH:8][CH:9]=1)([O-:3])=[O:2].Br[C:12]([CH3:19])([CH3:18])[C:13]([O:15][CH2:16][CH3:17])=[O:14].C([O-])([O-])=O.[K+].[K+]. (5) Given the product [Cl:3][C:4]1[CH:9]=[CH:8][C:7]([C:10]2([O:14][CH2:17][C:18]([OH:20])=[O:19])[CH2:11][CH2:12][CH2:13]2)=[CH:6][C:5]=1[F:15], predict the reactants needed to synthesize it. The reactants are: [H-].[Na+].[Cl:3][C:4]1[CH:9]=[CH:8][C:7]([C:10]2([OH:14])[CH2:13][CH2:12][CH2:11]2)=[CH:6][C:5]=1[F:15].Br[CH2:17][C:18]([OH:20])=[O:19]. (6) Given the product [CH3:1][N:2]([CH:3]1[CH2:8][CH2:7][O:6][CH2:5][CH2:4]1)[C:23]([N:21]1[CH:22]=[C:18]([C:14]2[CH:15]=[CH:16][CH:17]=[C:12]([N+:9]([O-:11])=[O:10])[CH:13]=2)[N:19]=[CH:20]1)=[O:24], predict the reactants needed to synthesize it. The reactants are: [CH3:1][NH:2][CH:3]1[CH2:8][CH2:7][O:6][CH2:5][CH2:4]1.[N+:9]([C:12]1[CH:13]=[C:14]([C:18]2[N:19]=[CH:20][N:21]([C:23](OC3C=CC=CC=3)=[O:24])[CH:22]=2)[CH:15]=[CH:16][CH:17]=1)([O-:11])=[O:10]. (7) Given the product [NH2:1][CH:15]1[C:14]2[C:19](=[CH:20][CH:21]=[C:12]([CH2:11][C:10]([NH:9][CH2:2][C:3]3[CH:8]=[CH:7][CH:6]=[CH:5][CH:4]=3)=[O:25])[CH:13]=2)[O:18][C:17]([CH3:23])([CH3:22])[CH:16]1[OH:24], predict the reactants needed to synthesize it. The reactants are: [NH3:1].[CH2:2]([NH:9][C:10](=[O:25])[CH2:11][C:12]1[CH:21]=[CH:20][C:19]2[O:18][C:17]([CH3:23])([CH3:22])[CH:16]3[O:24][CH:15]3[C:14]=2[CH:13]=1)[C:3]1[CH:8]=[CH:7][CH:6]=[CH:5][CH:4]=1.O. (8) Given the product [CH2:17]([O:16][CH:5]([CH2:6][C:7]1[CH:8]=[C:9]2[C:13](=[CH:14][CH:15]=1)[N:12]([CH2:21][C:22]1[N:23]=[C:24]([C:28]3[CH:33]=[CH:32][CH:31]=[CH:30][CH:29]=3)[S:25][C:26]=1[CH3:27])[CH:11]=[CH:10]2)[C:4]([OH:3])=[O:19])[CH3:18], predict the reactants needed to synthesize it. The reactants are: C([O:3][C:4](=[O:19])[CH:5]([O:16][CH2:17][CH3:18])[CH2:6][C:7]1[CH:8]=[C:9]2[C:13](=[CH:14][CH:15]=1)[NH:12][CH:11]=[CH:10]2)C.Br[CH2:21][C:22]1[N:23]=[C:24]([C:28]2[CH:33]=[CH:32][CH:31]=[CH:30][CH:29]=2)[S:25][C:26]=1[CH3:27]. (9) Given the product [Br:38][C:39]1[C:47]2[C:42](=[N:43][CH:44]=[N:45][C:46]=2[N:28]2[CH2:27][CH2:26][N:25]([C:23]3[C:22]4[C:17](=[CH:18][CH:19]=[C:20]([O:31][CH3:32])[CH:21]=4)[CH:16]=[C:15]([C:13]4[CH:12]=[CH:11][N:10]=[C:9]([NH:8][CH2:7][CH2:6][C:5]5[CH:33]=[CH:34][C:35]([O:36][CH3:37])=[C:3]([O:2][CH3:1])[CH:4]=5)[N:14]=4)[CH:24]=3)[CH2:30][CH2:29]2)[NH:41][N:40]=1, predict the reactants needed to synthesize it. The reactants are: [CH3:1][O:2][C:3]1[CH:4]=[C:5]([CH:33]=[CH:34][C:35]=1[O:36][CH3:37])[CH2:6][CH2:7][NH:8][C:9]1[N:14]=[C:13]([C:15]2[CH:24]=[C:23]([N:25]3[CH2:30][CH2:29][NH:28][CH2:27][CH2:26]3)[C:22]3[C:17](=[CH:18][CH:19]=[C:20]([O:31][CH3:32])[CH:21]=3)[CH:16]=2)[CH:12]=[CH:11][N:10]=1.[Br:38][C:39]1[C:47]2[C:42](=[N:43][CH:44]=[N:45][C:46]=2Cl)[NH:41][N:40]=1. (10) Given the product [ClH:13].[Br:1][C:2]1[CH:3]=[C:4]([CH:8]=[CH:9][N:10]=1)[C:5]([O:7][CH3:15])=[O:6], predict the reactants needed to synthesize it. The reactants are: [Br:1][C:2]1[CH:3]=[C:4]([CH:8]=[CH:9][N:10]=1)[C:5]([OH:7])=[O:6].S(Cl)([Cl:13])=O.[CH3:15]O.